The task is: Predict the reaction yield, written as a fraction of the theoretical maximum amount of product (1.0 means a 100% yield; for example, 0.34 means a 34% yield).. This data is from Reaction yield outcomes from USPTO patents with 853,638 reactions. (1) The reactants are [CH2:1]([O:3][C:4](=[O:28])[C:5]1[CH:10]=[CH:9][C:8]([C:11]#[C:12][C:13]2[CH:14]=[C:15]3[C:20](=[CH:21][CH:22]=2)N(C2CC2)CCC3(C)C)=[CH:7][CH:6]=1)[CH3:2].[CH2:29]([O:31][C:32](=O)[C:33]1[CH:38]=CC(I)=CC=1)C. The catalyst is C(N(CC)CC)C.[Cu]I.Cl[Pd](Cl)([P](C1C=CC=CC=1)(C1C=CC=CC=1)C1C=CC=CC=1)[P](C1C=CC=CC=1)(C1C=CC=CC=1)C1C=CC=CC=1. The product is [CH3:29][O:31][C:32]1([C:20]2[CH:15]=[CH:14][C:13]([C:12]#[C:11][C:8]3[CH:9]=[CH:10][C:5]([C:4]([O:3][CH2:1][CH3:2])=[O:28])=[CH:6][CH:7]=3)=[CH:22][CH:21]=2)[CH2:33][CH2:38]1. The yield is 0.900. (2) The reactants are [C:1]([O:5][C:6]([N:8]1[CH2:13][CH2:12][N:11]([C:14]2[CH:22]=[CH:21][C:17]([C:18](O)=[O:19])=[CH:16][C:15]=2[CH3:23])[CH2:10][CH2:9]1)=[O:7])([CH3:4])([CH3:3])[CH3:2].Cl.CN.Cl.[CH2:28]([N:30]=C=NCCCN(C)C)C.CN1CCOCC1. The catalyst is CN(C=O)C.O. The product is [CH3:23][C:15]1[CH:16]=[C:17]([C:18](=[O:19])[NH:30][CH3:28])[CH:21]=[CH:22][C:14]=1[N:11]1[CH2:12][CH2:13][N:8]([C:6]([O:5][C:1]([CH3:2])([CH3:4])[CH3:3])=[O:7])[CH2:9][CH2:10]1. The yield is 0.910. (3) The reactants are [O:1]1[CH2:6][CH2:5][N:4](CC2C=CC(C#N)=CC=2)[CH2:3][CH2:2]1.[CH2:16]([O:18]CC)[CH3:17].Cl.[C:22]1([CH3:28])[CH:27]=[CH:26][CH:25]=[CH:24][CH:23]=1. The catalyst is C[Mg]Br. The product is [O:1]1[CH2:2][CH2:3][N:4]([CH2:28][C:22]2[CH:27]=[CH:26][C:25]([C:16](=[O:18])[CH3:17])=[CH:24][CH:23]=2)[CH2:5][CH2:6]1. The yield is 0.700. (4) The reactants are Cl[C:2]1[CH:3]=[C:4]([N:13]([CH:23]2[CH2:25][CH2:24]2)[CH2:14][C:15]2[CH:20]=[CH:19][C:18]([O:21][CH3:22])=[CH:17][CH:16]=2)[C:5]2[N:6]([C:8]([C:11]#[N:12])=[CH:9][N:10]=2)[N:7]=1.[N:26]1[C:31]([NH2:32])=[CH:30][CH:29]=[CH:28][C:27]=1[NH2:33].C(=O)([O-])[O-].[Cs+].[Cs+].CC1(C)C2C(=C(P(C3C=CC=CC=3)C3C=CC=CC=3)C=CC=2)OC2C(P(C3C=CC=CC=3)C3C=CC=CC=3)=CC=CC1=2. The catalyst is [Cu]I.C1C=CC(/C=C/C(/C=C/C2C=CC=CC=2)=O)=CC=1.C1C=CC(/C=C/C(/C=C/C2C=CC=CC=2)=O)=CC=1.C1C=CC(/C=C/C(/C=C/C2C=CC=CC=2)=O)=CC=1.[Pd].[Pd].COCCOC. The product is [NH2:33][C:27]1[N:26]=[C:31]([NH:32][C:2]2[CH:3]=[C:4]([N:13]([CH:23]3[CH2:25][CH2:24]3)[CH2:14][C:15]3[CH:20]=[CH:19][C:18]([O:21][CH3:22])=[CH:17][CH:16]=3)[C:5]3[N:6]([C:8]([C:11]#[N:12])=[CH:9][N:10]=3)[N:7]=2)[CH:30]=[CH:29][CH:28]=1. The yield is 0.230. (5) The reactants are Cl.[N:2]1[CH:7]=[CH:6][C:5]([CH2:8]Cl)=[CH:4][CH:3]=1.[CH3:10][NH2:11]. The catalyst is O. The product is [CH3:10][NH:11][CH2:8][C:5]1[CH:6]=[CH:7][N:2]=[CH:3][CH:4]=1. The yield is 0.660. (6) The reactants are [CH3:1][C:2]1[N:3]=[C:4]([N:7]2[CH2:11][CH2:10][N:9]([CH2:12][C:13]3[CH:18]=[CH:17][C:16]([C:19]([F:22])([F:21])[F:20])=[CH:15][CH:14]=3)[C:8]2=[O:23])[S:5][CH:6]=1.[Br:24]N1C(=O)CCC1=O. The catalyst is C(#N)C. The product is [Br:24][C:6]1[S:5][C:4]([N:7]2[CH2:11][CH2:10][N:9]([CH2:12][C:13]3[CH:14]=[CH:15][C:16]([C:19]([F:22])([F:21])[F:20])=[CH:17][CH:18]=3)[C:8]2=[O:23])=[N:3][C:2]=1[CH3:1]. The yield is 0.690. (7) The reactants are [F:1][C:2]([F:21])([C:14]1[CH:19]=[CH:18][C:17]([F:20])=[CH:16][N:15]=1)[C:3]1[N:12]=[C:11](O)[C:10]2[C:5](=[CH:6][CH:7]=[CH:8][CH:9]=2)[N:4]=1.P(Cl)(Cl)([Cl:24])=O. No catalyst specified. The product is [Cl:24][C:11]1[C:10]2[C:5](=[CH:6][CH:7]=[CH:8][CH:9]=2)[N:4]=[C:3]([C:2]([F:21])([F:1])[C:14]2[CH:19]=[CH:18][C:17]([F:20])=[CH:16][N:15]=2)[N:12]=1. The yield is 0.820.